From a dataset of Full USPTO retrosynthesis dataset with 1.9M reactions from patents (1976-2016). Predict the reactants needed to synthesize the given product. (1) Given the product [CH3:84][C:51]([O:53][C:54]1[CH:59]=[CH:58][C:57]([O:60][CH2:61][CH2:62][C:63]2[N:64]=[C:65]([C:69]3[CH:70]=[CH:71][CH:72]=[CH:73][CH:74]=3)[O:66][C:67]=2[CH3:68])=[CH:56][C:55]=1[CH2:75][O:76][C:77]1[CH:78]=[C:79]([CH3:83])[CH:80]=[CH:81][CH:82]=1)([CH3:52])[C:50]([OH:85])=[O:49], predict the reactants needed to synthesize it. The reactants are: C(OC(=O)C(OC1C=CC(OCCC2N=C(C3C=CC=CC=3)OC=2C)=CC=1CBr)(C)C)C.C1C(O)=CC=CC=1C.C(=O)([O-])[O-].[K+].[K+].C([O:49][C:50](=[O:85])[C:51]([CH3:84])([O:53][C:54]1[CH:59]=[CH:58][C:57]([O:60][CH2:61][CH2:62][C:63]2[N:64]=[C:65]([C:69]3[CH:74]=[CH:73][CH:72]=[CH:71][CH:70]=3)[O:66][C:67]=2[CH3:68])=[CH:56][C:55]=1[CH2:75][O:76][C:77]1[CH:78]=[C:79]([CH3:83])[CH:80]=[CH:81][CH:82]=1)[CH3:52])C.[OH-].[Na+]. (2) Given the product [NH2:7][C:8]1([C:12]2[S:13][C:14]([C:17]3[CH:22]=[C:21]([NH:23][C:24]4[N:29]=[C:28]([C:30]([F:33])([F:32])[F:31])[CH:27]=[CH:26][N:25]=4)[CH:20]=[C:19]([CH3:34])[CH:18]=3)=[CH:15][N:16]=2)[CH2:9][O:10][CH2:11]1, predict the reactants needed to synthesize it. The reactants are: CC(S([NH:7][C:8]1([C:12]2[S:13][C:14]([C:17]3[CH:22]=[C:21]([NH:23][C:24]4[N:29]=[C:28]([C:30]([F:33])([F:32])[F:31])[CH:27]=[CH:26][N:25]=4)[CH:20]=[C:19]([CH3:34])[CH:18]=3)=[CH:15][N:16]=2)[CH2:11][O:10][CH2:9]1)=O)(C)C.O1CCOCC1. (3) The reactants are: [F:1][C:2]1[CH:3]=[C:4]2[C:11](=[CH:12][CH:13]=1)[C:7]([CH2:8][CH2:9][NH2:10])=[CH:6][NH:5]2.[F:14][C:15]([F:28])([CH:25]([F:27])[F:26])[CH2:16][C:17]1[CH:24]=[CH:23][CH:22]=[CH:21][C:18]=1C=O.[BH4-].[Na+].O.[CH:32](O)(C)C. Given the product [F:1][C:2]1[CH:3]=[C:4]2[C:11]([C:7]([CH2:8][CH2:9][NH:10][CH2:32][C:23]3[CH:22]=[CH:21][CH:18]=[C:17]([CH2:16][C:15]([F:14])([F:28])[CH:25]([F:26])[F:27])[CH:24]=3)=[CH:6][NH:5]2)=[CH:12][CH:13]=1, predict the reactants needed to synthesize it. (4) The reactants are: FC(F)(F)C(O)=O.C(OC(=O)[NH:14][C@@H:15]([CH2:29][N:30]1[CH2:35][C:34](=[O:36])[N:33]([C:37]2[CH:42]=[C:41]([F:43])[CH:40]=[CH:39][C:38]=2[CH3:44])[CH2:32][C:31]1([CH3:46])[CH3:45])[C@@H:16]([OH:28])[CH2:17][C@H:18]([C:20](=[O:27])[NH:21][CH:22]1[CH2:26][CH2:25][CH2:24][CH2:23]1)[CH3:19])(C)(C)C.[C:48]([OH:55])(=[O:54])/[CH:49]=[CH:50]/[C:51]([OH:53])=[O:52].[CH:56]1([NH:61][C:62](=[O:88])[C@H:63]([CH3:87])[CH2:64][C@H:65]([OH:86])[C@@H:66]([NH2:85])[CH2:67][N:68]2[CH2:73][C:72](=[O:74])[N:71]([C:75]3[CH:80]=[C:79]([F:81])[CH:78]=[CH:77][C:76]=3[CH3:82])[CH2:70][C:69]2([CH3:84])[CH3:83])[CH2:60][CH2:59][CH2:58][CH2:57]1. Given the product [C:48]([OH:55])(=[O:54])/[CH:49]=[CH:50]/[C:51]([OH:53])=[O:52].[CH:22]1([NH:21][C:20](=[O:27])[C@H:18]([CH3:19])[CH2:17][C@H:16]([OH:28])[C@@H:15]([NH2:14])[CH2:29][N:30]2[CH2:35][C:34](=[O:36])[N:33]([C:37]3[CH:42]=[C:41]([F:43])[CH:40]=[CH:39][C:38]=3[CH3:44])[CH2:32][C:31]2([CH3:46])[CH3:45])[CH2:26][CH2:25][CH2:24][CH2:23]1.[NH2:85][C@@H:66]([CH2:67][N:68]1[CH2:73][C:72](=[O:74])[N:71]([C:75]2[CH:80]=[C:79]([F:81])[CH:78]=[CH:77][C:76]=2[CH3:82])[CH2:70][C:69]1([CH3:83])[CH3:84])[C@@H:65]([OH:86])[CH2:64][C@@H:63]([CH3:87])[C:62]([NH:61][CH:56]1[CH2:57][CH2:58][CH2:59][CH2:60]1)=[O:88], predict the reactants needed to synthesize it. (5) Given the product [CH3:1][O:2][C:3](=[O:58])[C@@H:4]([NH:50][C:51]([O:53][C:54]([CH3:56])([CH3:55])[CH3:57])=[O:52])[CH2:5][C:6]1[CH:11]=[CH:10][C:9]([O:12][CH:13]([C:33]2[CH:34]=[CH:35][C:36]([O:39][CH2:40][C:41]3[CH:46]=[CH:45][C:44]([Cl:47])=[C:43]([Cl:48])[CH:42]=3)=[CH:37][CH:38]=2)[CH2:14][OH:15])=[C:8]([Br:49])[CH:7]=1, predict the reactants needed to synthesize it. The reactants are: [CH3:1][O:2][C:3](=[O:58])[C@@H:4]([NH:50][C:51]([O:53][C:54]([CH3:57])([CH3:56])[CH3:55])=[O:52])[CH2:5][C:6]1[CH:11]=[CH:10][C:9]([O:12][CH:13]([C:33]2[CH:38]=[CH:37][C:36]([O:39][CH2:40][C:41]3[CH:46]=[CH:45][C:44]([Cl:47])=[C:43]([Cl:48])[CH:42]=3)=[CH:35][CH:34]=2)[CH2:14][O:15][Si](C(C)(C)C)(C2C=CC=CC=2)C2C=CC=CC=2)=[C:8]([Br:49])[CH:7]=1.CCCC[N+](CCCC)(CCCC)CCCC.[F-].